From a dataset of Catalyst prediction with 721,799 reactions and 888 catalyst types from USPTO. Predict which catalyst facilitates the given reaction. (1) Reactant: C(=O)([O-])[O-].[K+].[K+].Br[CH2:8][CH2:9][C:10]([O:12][CH2:13][CH3:14])=[O:11].[CH2:15]([NH:17][CH2:18][CH2:19][CH2:20][C:21]1[CH:26]=[CH:25][CH:24]=[CH:23][CH:22]=1)[CH3:16].ClCCl. Product: [CH2:15]([N:17]([CH2:18][CH2:19][CH2:20][C:21]1[CH:26]=[CH:25][CH:24]=[CH:23][CH:22]=1)[CH2:8][CH2:9][C:10]([O:12][CH2:13][CH3:14])=[O:11])[CH3:16]. The catalyst class is: 9. (2) Reactant: [CH3:1][C@H:2]1[CH2:6][CH2:5][CH2:4][N:3]1[CH2:7][CH2:8][N:9]1[CH2:13][CH2:12][N:11]([CH:14]2[CH2:19][CH2:18][NH:17][CH2:16][CH2:15]2)[C:10]1=[C:20]([C:23]#[N:24])[C:21]#[N:22].C(=O)([O-])[O-].[K+].[K+].[CH:31](I)([CH3:33])[CH3:32].O. Product: [CH:31]([N:17]1[CH2:18][CH2:19][CH:14]([N:11]2[CH2:12][CH2:13][N:9]([CH2:8][CH2:7][N:3]3[CH2:4][CH2:5][CH2:6][C@@H:2]3[CH3:1])[C:10]2=[C:20]([C:21]#[N:22])[C:23]#[N:24])[CH2:15][CH2:16]1)([CH3:33])[CH3:32]. The catalyst class is: 3. (3) Reactant: [F:1][C:2]1[CH:7]=[CH:6][C:5]([C:8]2[CH:12]=[C:11]([CH2:13][NH:14][C:15]3[C:20]([CH3:21])=[C:19]([CH3:22])[N:18]=[C:17]([N:23]([CH2:33][C:34]4[CH:39]=[CH:38][C:37]([O:40][CH3:41])=[CH:36][CH:35]=4)[CH2:24][C:25]4[CH:30]=[CH:29][C:28]([O:31][CH3:32])=[CH:27][CH:26]=4)[C:16]=3[NH2:42])[O:10][N:9]=2)=[CH:4][CH:3]=1.[CH:43](OCC)(OCC)OCC.Cl.Cl.N1C=CC=CC=1. Product: [F:1][C:2]1[CH:7]=[CH:6][C:5]([C:8]2[CH:12]=[C:11]([CH2:13][N:14]3[C:15]4[C:20]([CH3:21])=[C:19]([CH3:22])[N:18]=[C:17]([N:23]([CH2:24][C:25]5[CH:30]=[CH:29][C:28]([O:31][CH3:32])=[CH:27][CH:26]=5)[CH2:33][C:34]5[CH:35]=[CH:36][C:37]([O:40][CH3:41])=[CH:38][CH:39]=5)[C:16]=4[N:42]=[CH:43]3)[O:10][N:9]=2)=[CH:4][CH:3]=1. The catalyst class is: 11.